Dataset: Full USPTO retrosynthesis dataset with 1.9M reactions from patents (1976-2016). Task: Predict the reactants needed to synthesize the given product. Given the product [CH3:58][CH:52]([C:53]([OH:54])=[O:2])[CH2:51][C@@H:50]([C:56]([OH:55])=[O:57])[NH2:49].[CH2:14]([O:13][C:11]([NH:10][CH2:9][CH2:8][CH2:7][CH2:6][C@@H:5]([C:21]([OH:23])=[O:22])[NH2:4])=[O:12])[C:15]1[CH:16]=[CH:17][CH:18]=[CH:19][CH:20]=1, predict the reactants needed to synthesize it. The reactants are: C([NH:4][C@H:5]([C:21]([O:23]C(=O)[C@H](CCCCNC(OCC1C=CC=CC=1)=O)NC(O)=O)=[O:22])[CH2:6][CH2:7][CH2:8][CH2:9][NH:10][C:11]([O:13][CH2:14][C:15]1[CH:20]=[CH:19][CH:18]=[CH:17][CH:16]=1)=[O:12])(O)=[O:2].C([NH:49][C@@H:50]1[C:56](=[O:57])[O:55][C:53](=[O:54])[CH:52]([CH3:58])[CH2:51]1)(O)=O.CN(C)CCCN.